Dataset: Catalyst prediction with 721,799 reactions and 888 catalyst types from USPTO. Task: Predict which catalyst facilitates the given reaction. Reactant: [Br:1][C:2]1[C:9]([O:10][CH3:11])=[CH:8][CH:7]=[C:6]([C:12](=O)[C:13]2[CH:18]=[CH:17][C:16]([F:19])=[CH:15][CH:14]=2)[C:3]=1[C:4]#[N:5].C([SiH](CC)CC)C. Product: [Br:1][C:2]1[C:9]([O:10][CH3:11])=[CH:8][CH:7]=[C:6]([CH2:12][C:13]2[CH:14]=[CH:15][C:16]([F:19])=[CH:17][CH:18]=2)[C:3]=1[C:4]#[N:5]. The catalyst class is: 55.